This data is from Drug-target binding data from BindingDB using IC50 measurements. The task is: Regression. Given a target protein amino acid sequence and a drug SMILES string, predict the binding affinity score between them. We predict pIC50 (pIC50 = -log10(IC50 in M); higher means more potent). Dataset: bindingdb_ic50. (1) The drug is C[C@H](NCc1ccc(-c2ccc(C(=O)O)cn2)cc1)c1cccc2ccncc12. The target protein (Q02356) has sequence MASYPGPGKSKAKYPFKKRASLQASAAAPEARSGLGASPLQSARSLPGTAPCLKHFPLDLRTSMDGKCKEIAEELFSRSLAESELRSAPYEFPEESPIEQLEERRQRLERQISQDVKLEPDILLRAKQDFLKTDSDSDLQLYKEQGEGQGDRGLWERDVVLEREFQRVIISGEEKCGVPFTDLLDAAKSVVRALFIREKYMALSLQSFCPTTRRYLQQLAEKPLETRTYEQSPDTPVSADAPVHPPALEQHPYEHCEPSTMPGDLGLGLRMVRGVVHVYTRRDPDEHCPEVELPYPDLQEFVADVNVLMALIINGPIKSFCYRRLQYLSSKFQMHVLLNEMKELAAQKKVPHRDFYNIRKVDTHIHASSCMNQKHLLRFIKRAMKRHLEEIVHVEQGREQTLREVFESMNLTAYDLSVDTLDVHADRNTFHRFDKFNAKYNPIGESVLREIFIKTDNKISGKYFAHIIKEVMSDLEESKYQNAELRLSIYGRSRDEWDKL.... The pIC50 is 6.2. (2) The small molecule is CCOC(=O)C(O)(c1c[nH]c2ccc(C)cc12)C(F)(F)F. The target protein (Q9QXD6) has sequence MANHAPFETDISTLTRFVMEQGRKAQGTGELTQLLNSLCTAIKAISSAVRQAGIAQLYGIAGSTNVTGDQVKKLDILSNDLVINMLKSSYATCVLVSEENTNAIIIEPEKRGKYVVCFDPLDGSSNIDCLVSIGTIFGIYRKKSTDEPSEKDALQPGRDLVAAGYALYGSATMLVLAMDCGVNCFMLDPSIGEFIMVDRDVKMKKKGNIYSLNEGYAKDFDPAINEYLQRKKFPPDGSAPYGARYVGSMVADIHRTLVYGGIFLYPANKKSPSGKLRLLYECNPIAYVMEKAGGLATTGDKDILDIVPTEIHQKAPVVMGSSEDVQEFLEIYRKHKAK. The pIC50 is 4.4.